From a dataset of HIV replication inhibition screening data with 41,000+ compounds from the AIDS Antiviral Screen. Binary Classification. Given a drug SMILES string, predict its activity (active/inactive) in a high-throughput screening assay against a specified biological target. (1) The result is 0 (inactive). The molecule is O=C(NS(=NS(=O)(=O)c1ccc(Br)cc1)C(Cl)(Cl)Cl)c1ccccc1. (2) The molecule is COC(=O)C=CC(C#N)(C#N)N=Cc1cc(Br)cs1. The result is 0 (inactive). (3) The compound is Cc1ccc2c(c1)C1C(CO2)C(c2ccccc2)=NN1c1ccccc1. The result is 0 (inactive). (4) The result is 0 (inactive). The molecule is CC(C)C1=CC23CCC4C(C)(C(=O)O)CCCC4(C)C2CC1C1C(=O)N(c2ccc(N4C(=O)C5C6CC7C8(C)CCCC(C)(C(=O)O)C8CCC7(C=C6C(C)C)C5C4=O)cc2)C(=O)C13.[NaH]. (5) The drug is CC(C)OP(=O)(OC(C)C)c1ccc2c(c1)OCCOCCOCCOCCO2. The result is 0 (inactive). (6) The molecule is CCC1c2c(cc(O)nc2O)C(=O)N1Cc1ccccc1. The result is 0 (inactive). (7) The drug is C[Hg]NC(=N)NC#N. The result is 0 (inactive). (8) The molecule is CN(C)CC(=O)C1C(=O)N(C)c2ccccc21. The result is 0 (inactive). (9) The molecule is Cc1nc2sccn2c1C(=O)NNC(N)=S. The result is 0 (inactive). (10) The result is 0 (inactive). The drug is Clc1cccc(C2N3CCCCC3C3c4[nH]c5ccccc5c4CCN32)c1.